From a dataset of Forward reaction prediction with 1.9M reactions from USPTO patents (1976-2016). Predict the product of the given reaction. Given the reactants Cl.[NH2:2][C@H:3]([C:10]#[CH:11])[CH2:4][C:5]([O:7][CH2:8][CH3:9])=[O:6].C(=O)(O)[O-].[Na+].CCOCC.[C:22](O[C:22]([O:24][C:25]([CH3:28])([CH3:27])[CH3:26])=[O:23])([O:24][C:25]([CH3:28])([CH3:27])[CH3:26])=[O:23], predict the reaction product. The product is: [C:25]([O:24][C:22]([NH:2][C@H:3]([C:10]#[CH:11])[CH2:4][C:5]([O:7][CH2:8][CH3:9])=[O:6])=[O:23])([CH3:28])([CH3:27])[CH3:26].